From a dataset of Full USPTO retrosynthesis dataset with 1.9M reactions from patents (1976-2016). Predict the reactants needed to synthesize the given product. (1) Given the product [CH3:19][CH:13]([CH3:12])[CH2:14][CH2:15][CH2:16][C:4](=[O:5])[CH2:6][C:7]([O:9][CH2:2][CH3:10])=[O:8], predict the reactants needed to synthesize it. The reactants are: C[C:2]1([CH3:10])[O:9][C:7](=[O:8])[CH2:6][C:4](=[O:5])O1.C(O)(=O)[CH2:12][CH2:13][CH2:14][CH2:15][CH3:16].[CH2:19]1CCC(N=C=NC2CCCCC2)CC1. (2) Given the product [CH2:6]([C:3]1[CH2:2][S:1][CH2:5][CH:4]=1)[CH2:7][CH2:8][CH2:9][CH2:10][CH3:11], predict the reactants needed to synthesize it. The reactants are: [S:1]1[C:3]([CH2:6][CH2:7][CH2:8][CH2:9][CH2:10][CH3:11])([CH:4]=[CH2:5])[CH2:2]1. (3) Given the product [CH2:1]([O:3][C:4]([C:6]1[O:7][C:8]2[CH:15]=[CH:14][CH:13]=[C:12]([NH:16][S:22]([C:18]3[S:17][CH:21]=[CH:20][CH:19]=3)(=[O:24])=[O:23])[C:9]=2[C:10]=1[CH3:11])=[O:5])[CH3:2], predict the reactants needed to synthesize it. The reactants are: [CH2:1]([O:3][C:4]([C:6]1[O:7][C:8]2[CH:15]=[CH:14][CH:13]=[C:12]([NH2:16])[C:9]=2[C:10]=1[CH3:11])=[O:5])[CH3:2].[S:17]1[CH:21]=[CH:20][CH:19]=[C:18]1[S:22](Cl)(=[O:24])=[O:23]. (4) Given the product [CH3:1][C:2]1[CH:3]=[CH:4][C:5]([C:8]2[CH:13]=[C:12]([S:14]([CH3:17])(=[O:15])=[O:16])[CH:11]=[C:10]([C:18]([NH:30][C@@H:28]([C:25]3[CH:24]=[N:23][C:22]([CH3:21])=[N:27][CH:26]=3)[CH3:29])=[O:20])[CH:9]=2)=[CH:6][CH:7]=1, predict the reactants needed to synthesize it. The reactants are: [CH3:1][C:2]1[CH:7]=[CH:6][C:5]([C:8]2[CH:13]=[C:12]([S:14]([CH3:17])(=[O:16])=[O:15])[CH:11]=[C:10]([C:18]([OH:20])=O)[CH:9]=2)=[CH:4][CH:3]=1.[CH3:21][C:22]1[N:27]=[CH:26][C:25]([C@H:28]([NH2:30])[CH3:29])=[CH:24][N:23]=1.F[P-](F)(F)(F)(F)F.C[N+](C)=C(N(C)C)ON1C2N=CC=CC=2N=N1.C(N(CC)C(C)C)(C)C. (5) The reactants are: [Cl:1][C:2]1[N:10]=[C:9]([N:11]2[C:15]3[CH:16]=[C:17]([C:20]#[N:21])[CH:18]=[CH:19][C:14]=3[N:13]=[CH:12]2)[N:8]=[C:7]2[C:3]=1[N:4]([CH3:31])[C:5](=[O:30])[N:6]2[C@H:22]1[CH2:27][CH2:26][C@H:25]([O:28]C)[CH2:24][CH2:23]1.I[Si](C)(C)C. Given the product [Cl:1][C:2]1[N:10]=[C:9]([N:11]2[C:15]3[CH:16]=[C:17]([C:20]#[N:21])[CH:18]=[CH:19][C:14]=3[N:13]=[CH:12]2)[N:8]=[C:7]2[C:3]=1[N:4]([CH3:31])[C:5](=[O:30])[N:6]2[C@H:22]1[CH2:23][CH2:24][C@H:25]([OH:28])[CH2:26][CH2:27]1, predict the reactants needed to synthesize it. (6) Given the product [C:1]1([CH:7]2[CH2:12][CH2:11][C:10]([N:14]3[CH2:18][CH2:17][CH2:16][CH2:15]3)=[CH:9][CH2:8]2)[CH:6]=[CH:5][CH:4]=[CH:3][CH:2]=1, predict the reactants needed to synthesize it. The reactants are: [C:1]1([CH:7]2[CH2:12][CH2:11][C:10](=O)[CH2:9][CH2:8]2)[CH:6]=[CH:5][CH:4]=[CH:3][CH:2]=1.[NH:14]1[CH2:18][CH2:17][CH2:16][CH2:15]1. (7) Given the product [OH:1][C:2]1[C:7]([O:8][CH3:9])=[C:6]([O:10][CH3:11])[N:5]([CH2:12][C:13]2[CH:14]=[CH:15][C:16]([O:19][CH3:20])=[CH:17][CH:18]=2)[C:4](=[O:21])[C:3]=1[C:22]([NH:40][C:35]1[CH:36]=[CH:37][CH:38]=[CH:39][C:34]=1[C:31]1[CH:32]=[CH:33][C:28]([C:27]([F:26])([F:41])[F:42])=[CH:29][CH:30]=1)=[O:23], predict the reactants needed to synthesize it. The reactants are: [OH:1][C:2]1[C:7]([O:8][CH3:9])=[C:6]([O:10][CH3:11])[N:5]([CH2:12][C:13]2[CH:18]=[CH:17][C:16]([O:19][CH3:20])=[CH:15][CH:14]=2)[C:4](=[O:21])[C:3]=1[C:22](OC)=[O:23].[F:26][C:27]([F:42])([F:41])[C:28]1[CH:33]=[CH:32][C:31]([C:34]2[C:35]([NH2:40])=[CH:36][CH:37]=[CH:38][CH:39]=2)=[CH:30][CH:29]=1.N1C=CC=CC1=O.